Predict the product of the given reaction. From a dataset of Forward reaction prediction with 1.9M reactions from USPTO patents (1976-2016). (1) The product is: [C:1]([C:5]1[CH:6]=[C:7]([CH:15]=[C:16]([C:18]2[N:19]([CH2:28][CH:29]3[CH2:30][CH2:31][CH2:32][CH2:33][CH2:34]3)[C:20]([CH3:27])=[C:21]([S:23](=[O:26])(=[O:25])[NH2:24])[CH:22]=2)[CH:17]=1)[C:8]([OH:10])=[O:9])([CH3:4])([CH3:2])[CH3:3]. Given the reactants [C:1]([C:5]1[CH:6]=[C:7]([CH:15]=[C:16]([C:18]2[N:19]([CH2:28][CH:29]3[CH2:34][CH2:33][CH2:32][CH2:31][CH2:30]3)[C:20]([CH3:27])=[C:21]([S:23](=[O:26])(=[O:25])[NH2:24])[CH:22]=2)[CH:17]=1)[C:8]([O:10]C(C)(C)C)=[O:9])([CH3:4])([CH3:3])[CH3:2].C(O)(C(F)(F)F)=O, predict the reaction product. (2) Given the reactants [F:1][C:2]1[CH:3]=[C:4]([C:14](=[O:16])[CH3:15])[CH:5]=[CH:6][C:7]=1[N:8]1[CH2:13][CH2:12][O:11][CH2:10][CH2:9]1.[Br:17]Br.C(=O)([O-])O.[Na+], predict the reaction product. The product is: [Br:17][CH2:15][C:14]([C:4]1[CH:5]=[CH:6][C:7]([N:8]2[CH2:13][CH2:12][O:11][CH2:10][CH2:9]2)=[C:2]([F:1])[CH:3]=1)=[O:16]. (3) The product is: [N+:8]([C:7]1[C:2]([CH:11]=[CH2:12])=[N:3][CH:4]=[CH:5][CH:6]=1)([O-:10])=[O:9]. Given the reactants Cl[C:2]1[C:7]([N+:8]([O-:10])=[O:9])=[CH:6][CH:5]=[CH:4][N:3]=1.[CH2:11]([Sn](CCCC)(CCCC)C=C)[CH2:12]CC, predict the reaction product. (4) Given the reactants [C:1]([O:4][C:5]1[CH:13]=[CH:12][C:8]2[S:9][CH:10]=[CH:11][C:7]=2[CH:6]=1)(=[O:3])[CH3:2].[Br:14]Br.O, predict the reaction product. The product is: [C:1]([O:4][C:5]1[CH:13]=[CH:12][C:8]2[S:9][CH:10]=[C:11]([Br:14])[C:7]=2[CH:6]=1)(=[O:3])[CH3:2]. (5) Given the reactants [Cl:1][C:2]1[N:7]=[CH:6][C:5]([C:8]2[S:9][CH:10]=[C:11]([C:13]([OH:15])=O)[N:12]=2)=[C:4]([NH:16][CH:17]([CH3:19])[CH3:18])[CH:3]=1.[NH:20]1[CH2:25][CH2:24][CH2:23][CH:22]([OH:26])[CH2:21]1.CCN(C(C)C)C(C)C.CN(C(ON1N=NC2C=CC=NC1=2)=[N+](C)C)C.F[P-](F)(F)(F)(F)F, predict the reaction product. The product is: [Cl:1][C:2]1[N:7]=[CH:6][C:5]([C:8]2[S:9][CH:10]=[C:11]([C:13]([N:20]3[CH2:25][CH2:24][CH2:23][CH:22]([OH:26])[CH2:21]3)=[O:15])[N:12]=2)=[C:4]([NH:16][CH:17]([CH3:19])[CH3:18])[CH:3]=1. (6) Given the reactants [N:1]([C:4]1[C:13]([S:14][CH2:15][C:16]2[CH:21]=[CH:20][CH:19]=[CH:18][CH:17]=2)=[CH:12][C:7]([C:8]([O:10][CH3:11])=[O:9])=[C:6]([NH:22][C:23]2[CH:28]=[CH:27][CH:26]=[CH:25][C:24]=2[Cl:29])[C:5]=1[F:30])=[N+]=[N-].[H][H], predict the reaction product. The product is: [NH2:1][C:4]1[C:13]([S:14][CH2:15][C:16]2[CH:21]=[CH:20][CH:19]=[CH:18][CH:17]=2)=[CH:12][C:7]([C:8]([O:10][CH3:11])=[O:9])=[C:6]([NH:22][C:23]2[CH:28]=[CH:27][CH:26]=[CH:25][C:24]=2[Cl:29])[C:5]=1[F:30]. (7) Given the reactants [Cl:1][C:2]1[CH:7]=[CH:6][C:5]([N+:8]([O-:10])=[O:9])=[C:4](I)[CH:3]=1.[CH2:12](N(CC)CC)C.[C:19]([OH:25])(=[O:24])[CH2:20][CH2:21][C:22]#[CH:23].Cl, predict the reaction product. The product is: [CH3:12][O:24][C:19](=[O:25])[CH2:20][CH2:21][C:22]#[C:23][C:4]1[CH:3]=[C:2]([Cl:1])[CH:7]=[CH:6][C:5]=1[N+:8]([O-:10])=[O:9]. (8) Given the reactants [N:1]1([CH2:6][C:7]2[CH:14]=[CH:13][C:10]([CH:11]=O)=[CH:9][CH:8]=2)[CH:5]=[CH:4][N:3]=[N:2]1.[NH2:15][C:16]1[N:17]=[N:18][C:19]([CH3:22])=[CH:20][CH:21]=1.C([O:25][C:26](=O)[C:27]([OH:42])=[CH:28][C:29](=[O:41])[C:30]1[CH:35]=[CH:34][C:33]([O:36][C:37]([F:40])([F:39])[F:38])=[CH:32][CH:31]=1)C, predict the reaction product. The product is: [OH:42][C:27]1[C:26](=[O:25])[N:15]([C:16]2[N:17]=[N:18][C:19]([CH3:22])=[CH:20][CH:21]=2)[CH:11]([C:10]2[CH:13]=[CH:14][C:7]([CH2:6][N:1]3[CH:5]=[CH:4][N:3]=[N:2]3)=[CH:8][CH:9]=2)[C:28]=1[C:29](=[O:41])[C:30]1[CH:31]=[CH:32][C:33]([O:36][C:37]([F:39])([F:40])[F:38])=[CH:34][CH:35]=1. (9) Given the reactants [NH2:1][C@@H:2]1[CH2:6][CH2:5][N:4]([C:7](OC(C)(C)C)=O)[CH2:3]1.C([N:16](CC)CC)C.[Cl:21][C:22]1[C:23]([CH3:32])=[C:24]([S:28](Cl)(=[O:30])=[O:29])[CH:25]=[CH:26][CH:27]=1.CCN(C(C)C)C(C)C.BrC#N, predict the reaction product. The product is: [Cl:21][C:22]1[C:23]([CH3:32])=[C:24]([S:28]([NH:1][C@@H:2]2[CH2:6][CH2:5][N:4]([C:7]#[N:16])[CH2:3]2)(=[O:30])=[O:29])[CH:25]=[CH:26][CH:27]=1. (10) Given the reactants [CH2:1]([O:7][C:8]1[C:9](=[O:20])[O:10][C:11]2[CH:18]=[C:17]([OH:19])[CH:16]=[CH:15][C:12]=2[C:13]=1[OH:14])[CH2:2][CH2:3][CH2:4][CH2:5][CH3:6].Br[CH2:22][CH2:23][C:24]([O:26][CH2:27][CH3:28])=[O:25], predict the reaction product. The product is: [CH2:1]([O:7][C:8]1[C:9](=[O:20])[O:10][C:11]2[CH:18]=[C:17]([O:19][CH2:22][CH2:23][C:24]([O:26][CH2:27][CH3:28])=[O:25])[CH:16]=[CH:15][C:12]=2[C:13]=1[OH:14])[CH2:2][CH2:3][CH2:4][CH2:5][CH3:6].